From a dataset of Full USPTO retrosynthesis dataset with 1.9M reactions from patents (1976-2016). Predict the reactants needed to synthesize the given product. Given the product [F:36][C:37]([F:42])([F:41])[C:38]([OH:40])=[O:39].[Cl:26][C:22]1[CH:21]=[C:20]2[NH:19][C:18](=[O:27])[C@:10]3([C@@H:9]([C:28]4[CH:33]=[CH:32][CH:31]=[C:30]([Cl:34])[C:29]=4[F:35])[C@H:8]([C:6]([OH:7])=[O:5])[NH:12][C@H:11]3[CH2:13][C:14]([CH3:16])([CH3:15])[CH3:17])[C:25]2=[CH:24][CH:23]=1, predict the reactants needed to synthesize it. The reactants are: C([O:5][C:6]([C@@H:8]1[NH:12][C@@H:11]([CH2:13][C:14]([CH3:17])([CH3:16])[CH3:15])[C@:10]2([C:25]3[C:20](=[CH:21][C:22]([Cl:26])=[CH:23][CH:24]=3)[NH:19][C:18]2=[O:27])[C@H:9]1[C:28]1[CH:33]=[CH:32][CH:31]=[C:30]([Cl:34])[C:29]=1[F:35])=[O:7])(C)(C)C.[F:36][C:37]([F:42])([F:41])[C:38]([OH:40])=[O:39].